The task is: Regression. Given two drug SMILES strings and cell line genomic features, predict the synergy score measuring deviation from expected non-interaction effect.. This data is from NCI-60 drug combinations with 297,098 pairs across 59 cell lines. (1) Drug 1: C1CCC(C(C1)N)N.C(=O)(C(=O)[O-])[O-].[Pt+4]. Drug 2: C1C(C(OC1N2C=NC3=C2NC=NCC3O)CO)O. Cell line: NCI-H522. Synergy scores: CSS=24.0, Synergy_ZIP=-1.87, Synergy_Bliss=-3.59, Synergy_Loewe=-7.83, Synergy_HSA=-3.52. (2) Drug 1: COC1=C2C(=CC3=C1OC=C3)C=CC(=O)O2. Drug 2: C1C(C(OC1N2C=NC(=NC2=O)N)CO)O. Cell line: SK-MEL-5. Synergy scores: CSS=8.09, Synergy_ZIP=-2.27, Synergy_Bliss=-0.246, Synergy_Loewe=-15.7, Synergy_HSA=3.03. (3) Drug 1: CN1CCC(CC1)COC2=C(C=C3C(=C2)N=CN=C3NC4=C(C=C(C=C4)Br)F)OC. Drug 2: C1CCC(C(C1)N)N.C(=O)(C(=O)[O-])[O-].[Pt+4]. Cell line: 786-0. Synergy scores: CSS=37.2, Synergy_ZIP=4.03, Synergy_Bliss=8.54, Synergy_Loewe=-3.73, Synergy_HSA=10.3. (4) Drug 1: C1=CN(C(=O)N=C1N)C2C(C(C(O2)CO)O)O.Cl. Drug 2: COC1=C2C(=CC3=C1OC=C3)C=CC(=O)O2. Cell line: OVCAR-5. Synergy scores: CSS=25.8, Synergy_ZIP=-0.211, Synergy_Bliss=-0.555, Synergy_Loewe=-20.6, Synergy_HSA=-0.117.